Predict the product of the given reaction. From a dataset of Forward reaction prediction with 1.9M reactions from USPTO patents (1976-2016). (1) Given the reactants CS(O[CH2:6][C:7]1[CH:8]=[C:9]([C:18]([O:20]CC)=[O:19])[C:10](=[O:17])[N:11]2[C:16]=1[CH:15]=[CH:14][CH:13]=[CH:12]2)(=O)=O.C(=O)([O-])[O-].[K+].[K+].[NH:29]1[CH2:34][CH2:33][O:32][CH2:31][CH2:30]1.[OH-].[Na+].Cl, predict the reaction product. The product is: [N:29]1([CH2:6][C:7]2[CH:8]=[C:9]([C:18]([OH:20])=[O:19])[C:10](=[O:17])[N:11]3[C:16]=2[CH:15]=[CH:14][CH:13]=[CH:12]3)[CH2:34][CH2:33][O:32][CH2:31][CH2:30]1. (2) Given the reactants [CH:1]([C:3]1[CH:18]=[CH:17][C:6]([O:7][C:8]2[CH:9]=[C:10]([CH:14]=[CH:15][CH:16]=2)[C:11]([OH:13])=O)=[CH:5][CH:4]=1)=[O:2].CC[N:21]([CH:25]([CH3:27])C)[CH:22]([CH3:24])C.CN(C(ON1N=NC2C=CC=CC1=2)=[N+](C)C)C.[B-](F)(F)(F)F.N1CCCC1, predict the reaction product. The product is: [N:21]1([C:11]([C:10]2[CH:9]=[C:8]([CH:16]=[CH:15][CH:14]=2)[O:7][C:6]2[CH:5]=[CH:4][C:3]([CH:1]=[O:2])=[CH:18][CH:17]=2)=[O:13])[CH2:22][CH2:24][CH2:27][CH2:25]1. (3) Given the reactants C([O:8][C:9]1[CH:10]=[C:11]([CH:32]=[CH:33][C:34]=1[O:35]CC1C=CC=CC=1)[C:12]1[O:13][C:14]2[C:19]([C:20](=[O:22])[CH:21]=1)=[CH:18][CH:17]=[C:16]([O:23][CH2:24][CH:25]([OH:31])[CH2:26][NH:27][CH:28]([CH3:30])[CH3:29])[CH:15]=2)C1C=CC=CC=1, predict the reaction product. The product is: [OH:8][C:9]1[CH:10]=[C:11]([CH:32]=[CH:33][C:34]=1[OH:35])[C:12]1[O:13][C:14]2[C:19]([C:20](=[O:22])[CH:21]=1)=[CH:18][CH:17]=[C:16]([O:23][CH2:24][CH:25]([OH:31])[CH2:26][NH:27][CH:28]([CH3:29])[CH3:30])[CH:15]=2. (4) The product is: [F:1][C:2]1[CH:32]=[C:31]([F:33])[CH:30]=[CH:29][C:3]=1[O:4][CH2:5][CH2:6][CH2:7][O:8][C:9]1[CH:14]=[CH:13][C:12]([CH:15]2[CH2:20][CH2:19][N:18]([C:21]([O:23][C:24]([CH3:27])([CH3:25])[CH3:26])=[O:22])[CH2:17][CH:16]2[O:28][CH2:35][C:36]2[CH:37]=[CH:38][C:39]3[O:44][CH2:43][C:42](=[O:45])[N:41]([CH2:46][CH2:47][CH2:48][O:49][CH3:50])[C:40]=3[CH:51]=2)=[CH:11][CH:10]=1. Given the reactants [F:1][C:2]1[CH:32]=[C:31]([F:33])[CH:30]=[CH:29][C:3]=1[O:4][CH2:5][CH2:6][CH2:7][O:8][C:9]1[CH:14]=[CH:13][C:12]([CH:15]2[CH2:20][CH2:19][N:18]([C:21]([O:23][C:24]([CH3:27])([CH3:26])[CH3:25])=[O:22])[CH2:17][CH:16]2[OH:28])=[CH:11][CH:10]=1.Cl[CH2:35][C:36]1[CH:37]=[CH:38][C:39]2[O:44][CH2:43][C:42](=[O:45])[N:41]([CH2:46][CH2:47][CH2:48][O:49][CH3:50])[C:40]=2[CH:51]=1, predict the reaction product. (5) Given the reactants [NH2:1][C:2]1[N:7]=[CH:6][N:5]=[C:4]2[N:8]([C:33]3[CH:38]=[CH:37][C:36]([CH:39]=O)=[CH:35][CH:34]=3)[N:9]=[C:10]([C:11]3[CH:16]=[CH:15][C:14]([NH:17][C:18](=[O:30])[C:19]4[CH:24]=[CH:23][C:22]([C:25]([F:28])([F:27])[F:26])=[CH:21][C:20]=4[F:29])=[C:13]([O:31][CH3:32])[CH:12]=3)[C:3]=12.[NH:41]1[CH2:46][CH2:45][CH2:44][CH2:43][CH:42]1[CH2:47][OH:48].[C:49]([O:52][BH-]([O:52][C:49](=[O:51])[CH3:50])[O:52][C:49](=[O:51])[CH3:50])(=[O:51])[CH3:50].[Na+].[OH-].[Na+], predict the reaction product. The product is: [C:49]([OH:52])(=[O:51])[CH3:50].[NH2:1][C:2]1[N:7]=[CH:6][N:5]=[C:4]2[N:8]([C:33]3[CH:34]=[CH:35][C:36]([CH2:39][N:41]4[CH2:46][CH2:45][CH2:44][CH2:43][CH:42]4[CH2:47][OH:48])=[CH:37][CH:38]=3)[N:9]=[C:10]([C:11]3[CH:16]=[CH:15][C:14]([NH:17][C:18](=[O:30])[C:19]4[CH:24]=[CH:23][C:22]([C:25]([F:27])([F:28])[F:26])=[CH:21][C:20]=4[F:29])=[C:13]([O:31][CH3:32])[CH:12]=3)[C:3]=12. (6) Given the reactants [Cl:1][C:2]1[CH:7]=[CH:6][C:5]([NH:8][C:9](=[O:16])[CH2:10][O:11][CH2:12][C:13]([OH:15])=O)=[C:4]([C:17]([O:19]C)=[O:18])[CH:3]=1.[N:21]1[CH:26]=[CH:25][C:24]([C:27]2[CH:33]=[CH:32][C:30]([NH2:31])=[CH:29][CH:28]=2)=[CH:23][CH:22]=1.Cl.C(N=C=NCCCN(C)C)C.ON1C2C=CC=CC=2N=N1.C(=O)(O)[O-].[Na+], predict the reaction product. The product is: [Cl:1][C:2]1[CH:7]=[CH:6][C:5]([NH:8][C:9](=[O:16])[CH2:10][O:11][CH2:12][C:13](=[O:15])[NH:31][C:30]2[CH:29]=[CH:28][C:27]([C:24]3[CH:23]=[CH:22][N:21]=[CH:26][CH:25]=3)=[CH:33][CH:32]=2)=[C:4]([CH:3]=1)[C:17]([OH:19])=[O:18]. (7) Given the reactants C[O:2][C:3]1[C:12]([C:13]2[CH:18]=[C:17]([Br:19])[CH:16]=[CH:15][C:14]=2[F:20])=[CH:11][C:10]2[C:5](=[CH:6][CH:7]=[CH:8][CH:9]=2)[N:4]=1.ClCCl.B(Br)(Br)Br.CO, predict the reaction product. The product is: [OH:2][C:3]1[C:12]([C:13]2[CH:18]=[C:17]([Br:19])[CH:16]=[CH:15][C:14]=2[F:20])=[CH:11][C:10]2[C:5](=[CH:6][CH:7]=[CH:8][CH:9]=2)[N:4]=1. (8) Given the reactants [CH:1]([N:4]1[CH2:9][CH2:8][N:7]([C:10]([C@H:12]2[CH2:17][CH2:16][C@H:15]([O:18][C:19]3[CH:27]=[CH:26][C:22]([C:23](O)=[O:24])=[CH:21][CH:20]=3)[CH2:14][CH2:13]2)=[O:11])[CH2:6][CH2:5]1)([CH3:3])[CH3:2].[C:28]([O:32][C:33]([CH3:36])([CH3:35])[CH3:34])(=[O:31])[NH:29][NH2:30].Cl.CN(C)CCCN=C=NCC.ON1C2C=CC=CC=2N=N1.CN1CCOCC1, predict the reaction product. The product is: [C:33]([O:32][C:28]([NH:29][NH:30][C:23](=[O:24])[C:22]1[CH:21]=[CH:20][C:19]([O:18][C@H:15]2[CH2:16][CH2:17][C@H:12]([C:10]([N:7]3[CH2:6][CH2:5][N:4]([CH:1]([CH3:2])[CH3:3])[CH2:9][CH2:8]3)=[O:11])[CH2:13][CH2:14]2)=[CH:27][CH:26]=1)=[O:31])([CH3:36])([CH3:35])[CH3:34]. (9) Given the reactants [NH2:1][C:2]1[N:6]=[CH:5][NH:4][N:3]=1.Br[CH:8]([C:10]1[CH:15]=[CH:14][CH:13]=[CH:12][CH:11]=1)[CH3:9], predict the reaction product. The product is: [C:10]1([CH:8]([N:4]2[CH:5]=[N:6][C:2]([NH2:1])=[N:3]2)[CH3:9])[CH:15]=[CH:14][CH:13]=[CH:12][CH:11]=1. (10) The product is: [CH3:41][C:42]1[C:43]([CH2:49][N:24]([CH2:23][C:20]2[CH:21]=[CH:22][C:17]([C:16]([NH:15][C:12]3[CH:11]=[CH:10][C:9]([CH2:8][N:4]([CH2:5][CH2:6][CH3:7])[CH2:1][CH2:2][CH3:3])=[CH:14][CH:13]=3)=[O:32])=[CH:18][CH:19]=2)[CH2:25][C:26]2[N:27]([CH3:31])[CH:28]=[CH:29][N:30]=2)=[N:44][CH:45]=[C:46]([CH3:48])[CH:47]=1. Given the reactants [CH2:1]([N:4]([CH2:8][C:9]1[CH:14]=[CH:13][C:12]([NH:15][C:16](=[O:32])[C:17]2[CH:22]=[CH:21][C:20]([CH2:23][NH:24][CH2:25][C:26]3[N:27]([CH3:31])[CH:28]=[CH:29][N:30]=3)=[CH:19][CH:18]=2)=[CH:11][CH:10]=1)[CH2:5][CH2:6][CH3:7])[CH2:2][CH3:3].C([BH3-])#N.[Na+].C(O)(=O)C.[CH3:41][C:42]1[C:43]([CH:49]=O)=[N:44][CH:45]=[C:46]([CH3:48])[CH:47]=1, predict the reaction product.